Task: Regression/Classification. Given a drug SMILES string, predict its absorption, distribution, metabolism, or excretion properties. Task type varies by dataset: regression for continuous measurements (e.g., permeability, clearance, half-life) or binary classification for categorical outcomes (e.g., BBB penetration, CYP inhibition). For this dataset (solubility_aqsoldb), we predict Y.. Dataset: Aqueous solubility values for 9,982 compounds from the AqSolDB database (1) The compound is CCOP(=S)(OCC)ON=C(C#N)c1ccccc1. The Y is -4.86 log mol/L. (2) The drug is CCCCc1c(C)nc(NCC)nc1OS(=O)(=O)N(C)C. The Y is -4.16 log mol/L. (3) The drug is CCC(C#N)(CC)C(=O)NC(N)=O. The Y is -1.56 log mol/L. (4) The compound is CN(CC(=O)Nc1nnc(S(N)(=O)=O)s1)C(=N)N. The Y is -1.14 log mol/L. (5) The molecule is CC(C)(O)C(=O)c1ccc(OCCO)cc1. The Y is -1.47 log mol/L. (6) The drug is Cc1ccc(N(SC(F)(Cl)Cl)S(=O)(=O)N(C)C)cc1. The Y is -5.59 log mol/L. (7) The drug is Nc1cccc(C(=O)O)c1. The Y is -1.37 log mol/L. (8) The compound is CC(C)(C)C(=O)OCn1cc2c(=O)n(COC(=O)C(C)(C)C)cnc2n1. The Y is -3.91 log mol/L.